From a dataset of Catalyst prediction with 721,799 reactions and 888 catalyst types from USPTO. Predict which catalyst facilitates the given reaction. (1) Reactant: [Br-:1].[CH2:2]([P+:4]([CH2:20][CH3:21])([CH2:18][CH3:19])[CH2:5][CH2:6][CH2:7][CH2:8][CH2:9][CH2:10][CH2:11][CH2:12][CH2:13][CH2:14][CH2:15][CH2:16][OH:17])[CH3:3].[C:22](Cl)(=[O:26])[C:23]([CH3:25])=[CH2:24].C(=O)([O-])[O-].[Na+].[Na+]. Product: [Br-:1].[CH2:20]([P+:4]([CH2:2][CH3:3])([CH2:18][CH3:19])[CH2:5][CH2:6][CH2:7][CH2:8][CH2:9][CH2:10][CH2:11][CH2:12][CH2:13][CH2:14][CH2:15][CH2:16][O:17][C:22](=[O:26])[C:23]([CH3:25])=[CH2:24])[CH3:21]. The catalyst class is: 452. (2) Reactant: B(Br)(Br)Br.[CH2:5]([S:7][C:8]1[CH:13]=[CH:12][CH:11]=[C:10]([O:14]C)[CH:9]=1)[CH3:6].N(CCO)CCO. Product: [CH2:5]([S:7][C:8]1[CH:9]=[C:10]([OH:14])[CH:11]=[CH:12][CH:13]=1)[CH3:6]. The catalyst class is: 4. (3) Reactant: C(O)(C(F)(F)F)=O.[Cl:8][C:9]1[CH:10]=[C:11]([C:19]2[O:23][N:22]=[C:21]([C:24]3[CH:25]=[C:26]([CH2:30][CH2:31][C:32]([O:34]C(C)(C)C)=[O:33])[CH:27]=[CH:28][CH:29]=3)[N:20]=2)[CH:12]=[CH:13][C:14]=1[O:15][CH:16]([CH3:18])[CH3:17]. Product: [Cl:8][C:9]1[CH:10]=[C:11]([C:19]2[O:23][N:22]=[C:21]([C:24]3[CH:25]=[C:26]([CH2:30][CH2:31][C:32]([OH:34])=[O:33])[CH:27]=[CH:28][CH:29]=3)[N:20]=2)[CH:12]=[CH:13][C:14]=1[O:15][CH:16]([CH3:18])[CH3:17]. The catalyst class is: 4. (4) Reactant: O.[Cl-].[NH4+].[Br:4][C:5]1[CH:6]=[C:7]([C:11]23[O:17][CH:16]2[CH2:15][O:14][CH2:13][CH2:12]3)[CH:8]=[CH:9][CH:10]=1.[N-:18]=[N+:19]=[N-:20].[Na+]. Product: [N:18]([C@@:11]1([C:7]2[CH:8]=[CH:9][CH:10]=[C:5]([Br:4])[CH:6]=2)[CH2:12][CH2:13][O:14][CH2:15][C@@H:16]1[OH:17])=[N+:19]=[N-:20]. The catalyst class is: 5. (5) Reactant: C(O)C(O)C[O:4][CH2:5][CH:6]([OH:9])[CH2:7][OH:8].[C:12]([OH:31])(=[O:30])[CH2:13][CH2:14][CH2:15][CH2:16][CH2:17][CH2:18][CH2:19][CH2:20][CH2:21][CH2:22][CH2:23][CH2:24][CH2:25][CH2:26][CH:27]([CH3:29])[CH3:28]. Product: [C:12]([OH:31])(=[O:30])[CH2:13][CH2:14][CH2:15][CH2:16][CH2:17][CH2:18][CH2:19][CH2:20][CH2:21][CH2:22][CH2:23][CH2:24][CH2:25][CH2:26][CH:27]([CH3:28])[CH3:29].[OH:4][CH2:5][CH:6]([CH2:7][OH:8])[OH:9].[OH:4][CH2:5][CH:6]([CH2:7][OH:8])[OH:9]. The catalyst class is: 6. (6) Reactant: [NH2:1][C:2]1[CH:10]=[CH:9][C:5]([C:6]([OH:8])=O)=[CH:4][C:3]=1[N+:11]([O-:13])=[O:12].C1C=CC2N(O)N=NC=2C=1.CCN=C=NCCCN(C)C.[CH3:35][O:36][C:37]1[CH:46]=[CH:45][C:40]([C:41]([NH:43][NH2:44])=[O:42])=[CH:39][CH:38]=1.CCN(CC)CC. Product: [NH2:1][C:2]1[CH:10]=[CH:9][C:5]([C:6]([NH:44][NH:43][C:41](=[O:42])[C:40]2[CH:45]=[CH:46][C:37]([O:36][CH3:35])=[CH:38][CH:39]=2)=[O:8])=[CH:4][C:3]=1[N+:11]([O-:13])=[O:12]. The catalyst class is: 18. (7) Reactant: [CH:1]1([N:5]2[CH2:10][CH2:9][C:8]3([CH2:15][CH2:14][C:13](=[O:16])[CH2:12][CH2:11]3)[CH2:7][CH2:6]2)[CH2:4][CH2:3][CH2:2]1.[BH4-].[Na+]. Product: [CH:1]1([N:5]2[CH2:10][CH2:9][C:8]3([CH2:11][CH2:12][CH:13]([OH:16])[CH2:14][CH2:15]3)[CH2:7][CH2:6]2)[CH2:4][CH2:3][CH2:2]1. The catalyst class is: 14. (8) Reactant: [CH3:1][N:2]1[CH2:7][CH2:6][N:5]([C:8]2[CH:13]=[CH:12][C:11]([N+:14]([O-])=O)=[C:10]([C:17]3[C:21]([CH3:22])=[CH:20][S:19][CH:18]=3)[CH:9]=2)[CH2:4][CH2:3]1. Product: [CH3:1][N:2]1[CH2:7][CH2:6][N:5]([C:8]2[CH:13]=[CH:12][C:11]([NH2:14])=[C:10]([C:17]3[C:21]([CH3:22])=[CH:20][S:19][CH:18]=3)[CH:9]=2)[CH2:4][CH2:3]1. The catalyst class is: 45. (9) Reactant: [H-].[Na+].[CH3:3][O:4][C:5](=[O:26])[C@@H:6]([C@H:16]([OH:25])[C:17]([N:19]1[CH2:24][CH2:23][O:22][CH2:21][CH2:20]1)=[O:18])[CH2:7][CH2:8][CH2:9][C:10]1[CH:15]=[CH:14][CH:13]=[CH:12][CH:11]=1.[CH3:27]I. Product: [CH3:3][O:4][C:5](=[O:26])[C@@H:6]([CH:16]([O:25][CH3:27])[C:17]([N:19]1[CH2:24][CH2:23][O:22][CH2:21][CH2:20]1)=[O:18])[CH2:7][CH2:8][CH2:9][C:10]1[CH:15]=[CH:14][CH:13]=[CH:12][CH:11]=1. The catalyst class is: 35.